This data is from Peptide-MHC class II binding affinity with 134,281 pairs from IEDB. The task is: Regression. Given a peptide amino acid sequence and an MHC pseudo amino acid sequence, predict their binding affinity value. This is MHC class II binding data. (1) The MHC is HLA-DQA10303-DQB10402 with pseudo-sequence HLA-DQA10303-DQB10402. The binding affinity (normalized) is 0. The peptide sequence is VSRGTAKLRWFHERG. (2) The peptide sequence is EVVNDVSTFSSGLVW. The MHC is HLA-DQA10101-DQB10501 with pseudo-sequence HLA-DQA10101-DQB10501. The binding affinity (normalized) is 0.331.